The task is: Predict the product of the given reaction.. This data is from Forward reaction prediction with 1.9M reactions from USPTO patents (1976-2016). (1) Given the reactants [NH2:1][C:2]1[C:3]2[N:4]([C:14]([CH3:18])=[C:15]([CH3:17])[N:16]=2)[CH:5]=[C:6]([C:8]([O:10][CH:11]([CH3:13])[CH3:12])=[O:9])[CH:7]=1.[Na+].[I-].C([O-])([O-])=O.[K+].[K+].[CH3:27][C:28]1[CH:35]=[CH:34][CH:33]=[C:32]([CH3:36])[C:29]=1[CH2:30]Cl, predict the reaction product. The product is: [CH3:27][C:28]1[CH:35]=[CH:34][CH:33]=[C:32]([CH3:36])[C:29]=1[CH2:30][NH:1][C:2]1[C:3]2[N:4]([C:14]([CH3:18])=[C:15]([CH3:17])[N:16]=2)[CH:5]=[C:6]([C:8]([O:10][CH:11]([CH3:13])[CH3:12])=[O:9])[CH:7]=1. (2) The product is: [CH3:1][O:2][C:3]1[CH:4]=[C:5]2[C:10](=[CH:11][C:12]=1[O:13][CH3:14])[N:9]=[CH:8][CH:7]=[C:6]2[O:15][C:16]1[CH:22]=[CH:21][C:19]([NH:20][C:40](=[S:57])[O:42][CH2:43][C:28]2[CH:29]=[CH:30][C:25]([CH3:31])=[CH:26][CH:27]=2)=[C:18]([CH3:23])[C:17]=1[CH3:24]. Given the reactants [CH3:1][O:2][C:3]1[CH:4]=[C:5]2[C:10](=[CH:11][C:12]=1[O:13][CH3:14])[N:9]=[CH:8][CH:7]=[C:6]2[O:15][C:16]1[CH:22]=[CH:21][C:19]([NH2:20])=[C:18]([CH3:23])[C:17]=1[CH3:24].[C:25]1([CH3:31])[CH:30]=[CH:29][CH:28]=[CH:27][CH:26]=1.C(N(CC)CC)C.Cl[C:40](Cl)([O:42][C:43](=O)OC(Cl)(Cl)Cl)Cl.CC1C=CC(C[SH:57])=CC=1, predict the reaction product. (3) Given the reactants [Br:1][C:2]1[CH:7]=[CH:6][C:5]([NH:8][C:9](=[NH:20])[C:10]([C:13]2[CH:18]=[CH:17][CH:16]=[CH:15][C:14]=2[F:19])([CH3:12])[CH3:11])=[CH:4][CH:3]=1.C([O-])(O)=O.[Na+].Br[CH2:27][C:28](=O)[C:29]([O:31][CH2:32][CH3:33])=[O:30], predict the reaction product. The product is: [Br:1][C:2]1[CH:3]=[CH:4][C:5]([N:8]2[CH:27]=[C:28]([C:29]([O:31][CH2:32][CH3:33])=[O:30])[N:20]=[C:9]2[C:10]([C:13]2[CH:18]=[CH:17][CH:16]=[CH:15][C:14]=2[F:19])([CH3:12])[CH3:11])=[CH:6][CH:7]=1. (4) Given the reactants Br[C:2]1[C:3]([CH3:11])=[C:4]([CH:8]=[CH:9][CH:10]=1)[C:5]([OH:7])=[O:6].[CH3:12][N:13]1[C:17](B2OC(C)(C)C(C)(C)O2)=[CH:16][CH:15]=[N:14]1.C(=O)([O-])[O-].[Na+].[Na+], predict the reaction product. The product is: [CH3:11][C:3]1[C:2]([C:17]2[N:13]([CH3:12])[N:14]=[CH:15][CH:16]=2)=[CH:10][CH:9]=[CH:8][C:4]=1[C:5]([OH:7])=[O:6]. (5) Given the reactants C1(P(C2CCCCC2)C2C=CC=CC=2C2C(C(C)C)=CC(C(C)C)=CC=2C(C)C)CCCCC1.[O:35]1[CH2:40][CH2:39][N:38]([C:41]2[C:46]([NH2:47])=[CH:45][C:44]([N:48]3[CH2:53][CH2:52][O:51][CH2:50][CH2:49]3)=[CH:43][N:42]=2)[CH2:37][CH2:36]1.[F:54][C:55]([F:81])([F:80])[C:56]1[CH:61]=[C:60]([C:62]([F:65])([F:64])[F:63])[CH:59]=[CH:58][C:57]=1[C:66]1[C:75]([CH3:76])=[C:74](Cl)[C:73]2[C:68](=[CH:69][C:70]([F:79])=[CH:71][C:72]=2[F:78])[N:67]=1.CC(C)([O-])C.[Na+], predict the reaction product. The product is: [F:81][C:55]([F:54])([F:80])[C:56]1[CH:61]=[C:60]([C:62]([F:64])([F:65])[F:63])[CH:59]=[CH:58][C:57]=1[C:66]1[C:75]([CH3:76])=[C:74]([NH:47][C:46]2[C:41]([N:38]3[CH2:39][CH2:40][O:35][CH2:36][CH2:37]3)=[N:42][CH:43]=[C:44]([N:48]3[CH2:49][CH2:50][O:51][CH2:52][CH2:53]3)[CH:45]=2)[C:73]2[C:68](=[CH:69][C:70]([F:79])=[CH:71][C:72]=2[F:78])[N:67]=1. (6) Given the reactants Cl.[NH2:2][CH2:3][CH:4]([NH:15][C:16](=[O:38])[CH2:17][N:18]1[C:22](=[O:23])[N:21]([CH2:24][C@H:25]([OH:30])[C:26]([F:29])([F:28])[F:27])[C:20]([C:31]2[CH:36]=[CH:35][C:34]([Cl:37])=[CH:33][CH:32]=2)=[N:19]1)[C:5]1[CH:10]=[CH:9][CH:8]=[C:7]([C:11]([F:14])([F:13])[F:12])[CH:6]=1.[O-:39][C:40]#[N:41].[K+], predict the reaction product. The product is: [C:40]([NH:2][CH2:3][CH:4]([NH:15][C:16](=[O:38])[CH2:17][N:18]1[C:22](=[O:23])[N:21]([CH2:24][C@H:25]([OH:30])[C:26]([F:29])([F:27])[F:28])[C:20]([C:31]2[CH:36]=[CH:35][C:34]([Cl:37])=[CH:33][CH:32]=2)=[N:19]1)[C:5]1[CH:10]=[CH:9][CH:8]=[C:7]([C:11]([F:12])([F:14])[F:13])[CH:6]=1)(=[O:39])[NH2:41]. (7) The product is: [F:1][C:2]1[C:3]([CH2:20][OH:21])=[CH:4][CH:5]=[CH:6][C:7]=1[C:8]1[CH:9]=[N:10][C:11]([CH:14]2[CH2:15][CH2:16][N:17]([C:22](=[O:24])[CH3:23])[CH2:18][CH2:19]2)=[N:12][CH:13]=1. Given the reactants [F:1][C:2]1[C:7]([C:8]2[CH:9]=[N:10][C:11]([CH:14]3[CH2:19][CH2:18][NH:17][CH2:16][CH2:15]3)=[N:12][CH:13]=2)=[CH:6][CH:5]=[CH:4][C:3]=1[CH2:20][OH:21].[C:22](Cl)(=[O:24])[CH3:23], predict the reaction product. (8) The product is: [Cl:1][C:2]1[C:3]([CH2:13][N:14]([CH:40]2[CH2:41][CH2:42]2)[C:15]([CH:17]2[C:22]([C:25]3[CH:30]=[CH:29][C:28]([F:31])=[C:27]([F:32])[CH:26]=3)([O:23][CH3:24])[CH2:21][CH2:20][NH:19][CH2:18]2)=[O:16])=[CH:4][C:5]([CH2:8][CH2:9][CH2:10][O:11][CH3:12])=[N:6][CH:7]=1. Given the reactants [Cl:1][C:2]1[C:3]([CH2:13][N:14]([CH:40]2[CH2:42][CH2:41]2)[C:15]([C@@H:17]2[C@:22]([C:25]3[CH:30]=[CH:29][C:28]([F:31])=[C:27]([F:32])[CH:26]=3)([O:23][CH3:24])[CH2:21][CH2:20][N:19](C(OC(C)(C)C)=O)[CH2:18]2)=[O:16])=[CH:4][C:5]([CH2:8][CH2:9][CH2:10][O:11][CH3:12])=[N:6][CH:7]=1.Cl, predict the reaction product.